This data is from Forward reaction prediction with 1.9M reactions from USPTO patents (1976-2016). The task is: Predict the product of the given reaction. (1) Given the reactants [CH3:1][O:2][C:3]1[CH:47]=[CH:46][CH:45]=[CH:44][C:4]=1[CH2:5][O:6][CH2:7][CH2:8][CH2:9][O:10][C:11]1[CH:16]=[CH:15][C:14]([CH:17]2[CH2:22][CH2:21][N:20]([C:23]([O:25][C:26]([CH3:29])([CH3:28])[CH3:27])=[O:24])[CH2:19][CH:18]2[O:30][CH2:31][CH2:32][O:33]S(C2C=CC(C)=CC=2)(=O)=O)=[CH:13][CH:12]=1.O[C:49]1[CH:54]=[CH:53][CH:52]=[C:51]([CH3:55])[C:50]=1[CH2:56][CH2:57][NH:58][C:59](=[O:61])[CH3:60], predict the reaction product. The product is: [C:59]([NH:58][CH2:57][CH2:56][C:50]1[C:51]([CH3:55])=[CH:52][CH:53]=[CH:54][C:49]=1[O:33][CH2:32][CH2:31][O:30][CH:18]1[CH:17]([C:14]2[CH:15]=[CH:16][C:11]([O:10][CH2:9][CH2:8][CH2:7][O:6][CH2:5][C:4]3[CH:44]=[CH:45][CH:46]=[CH:47][C:3]=3[O:2][CH3:1])=[CH:12][CH:13]=2)[CH2:22][CH2:21][N:20]([C:23]([O:25][C:26]([CH3:27])([CH3:28])[CH3:29])=[O:24])[CH2:19]1)(=[O:61])[CH3:60]. (2) Given the reactants [N+:1]([C:4]1[CH:5]=[CH:6][CH:7]=[C:8]2[C:12]=1[NH:11][C:10]([C:13]([OH:15])=O)=[CH:9]2)([O-:3])=[O:2].Cl.[Cl:17][CH2:18][CH2:19][NH2:20].C(N(CC)CC)C.C(Cl)CCl.C1C=CC2N(O)N=NC=2C=1.Cl, predict the reaction product. The product is: [Cl:17][CH2:18][CH2:19][NH:20][C:13]([C:10]1[NH:11][C:12]2[C:8]([CH:9]=1)=[CH:7][CH:6]=[CH:5][C:4]=2[N+:1]([O-:3])=[O:2])=[O:15]. (3) Given the reactants [CH3:1][O:2][C:3](=[O:30])[CH:4]([C:9]1[CH:10]=[C:11]([C:16]2[CH:21]=[C:20]([C:22]([F:25])([F:24])[F:23])[CH:19]=[C:18]([C:26]([F:29])([F:28])[F:27])[CH:17]=2)[CH:12]=[C:13]([OH:15])[CH:14]=1)[CH2:5][CH:6]([CH3:8])[CH3:7].[F:31][C:32]1[CH:33]=[C:34](B(O)O)[CH:35]=[C:36]([C:38]([F:41])([F:40])[F:39])[CH:37]=1, predict the reaction product. The product is: [CH3:1][O:2][C:3](=[O:30])[CH:4]([C:9]1[CH:10]=[C:11]([C:16]2[CH:21]=[C:20]([C:22]([F:23])([F:25])[F:24])[CH:19]=[C:18]([C:26]([F:27])([F:28])[F:29])[CH:17]=2)[CH:12]=[C:13]([O:15][C:34]2[CH:35]=[C:36]([C:38]([F:40])([F:39])[F:41])[CH:37]=[C:32]([F:31])[CH:33]=2)[CH:14]=1)[CH2:5][CH:6]([CH3:8])[CH3:7]. (4) The product is: [CH3:1][C:2]1[N:3]([S:18]([C:12]2[CH:17]=[CH:16][CH:15]=[CH:14][CH:13]=2)(=[O:20])=[O:19])[CH:4]=[CH:5][C:6]=1[C:7]([O:9][CH2:10][CH3:11])=[O:8]. Given the reactants [CH3:1][C:2]1[NH:3][CH:4]=[CH:5][C:6]=1[C:7]([O:9][CH2:10][CH3:11])=[O:8].[C:12]1([S:18](Cl)(=[O:20])=[O:19])[CH:17]=[CH:16][CH:15]=[CH:14][CH:13]=1.[OH-].[Na+].C(OCC)(=O)C, predict the reaction product.